Task: Predict the reaction yield, written as a fraction of the theoretical maximum amount of product (1.0 means a 100% yield; for example, 0.34 means a 34% yield).. Dataset: Reaction yield outcomes from USPTO patents with 853,638 reactions The reactants are C(O[CH:5]=[CH2:6])(=O)C.BrBr.O=[C:10]([CH3:17])[CH2:11][C:12]([O:14][CH2:15][CH3:16])=[O:13].[NH3:18]. The catalyst is O. The product is [CH3:17][C:10]1[NH:18][CH:5]=[CH:6][C:11]=1[C:12]([O:14][CH2:15][CH3:16])=[O:13]. The yield is 0.350.